This data is from Catalyst prediction with 721,799 reactions and 888 catalyst types from USPTO. The task is: Predict which catalyst facilitates the given reaction. (1) Reactant: [CH:1]1([NH:7][NH:8][C:9](=[O:19])[C:10]2[C:15](I)=[CH:14][CH:13]=[N:12][C:11]=2[O:17][CH3:18])[CH2:6][CH2:5][CH2:4][CH2:3][CH2:2]1.N1CCC[C@H]1C(O)=O.C(=O)([O-])[O-].[K+].[K+].O. Product: [CH:1]1([N:7]2[C:15]3[CH:14]=[CH:13][N:12]=[C:11]([O:17][CH3:18])[C:10]=3[C:9](=[O:19])[NH:8]2)[CH2:6][CH2:5][CH2:4][CH2:3][CH2:2]1. The catalyst class is: 156. (2) Reactant: Br[C:2]1[CH:7]=[CH:6][CH:5]=[C:4]([O:8][CH:9]2[CH2:13][CH2:12][CH2:11][CH2:10]2)[CH:3]=1.[CH3:14][C:15]1([CH3:31])[C:19]([CH3:21])([CH3:20])[O:18][B:17]([B:17]2[O:18][C:19]([CH3:21])([CH3:20])[C:15]([CH3:31])([CH3:14])[O:16]2)[O:16]1.CC([O-])=O.[K+]. Product: [CH:9]1([O:8][C:4]2[CH:3]=[C:2]([B:17]3[O:18][C:19]([CH3:21])([CH3:20])[C:15]([CH3:31])([CH3:14])[O:16]3)[CH:7]=[CH:6][CH:5]=2)[CH2:13][CH2:12][CH2:11][CH2:10]1. The catalyst class is: 151. (3) Reactant: [CH2:1]([O:3][C:4]1[CH:5]=[C:6]([O:59][CH:60]([CH3:62])[CH3:61])[C:7]([F:58])=[C:8]([CH:10]([NH:45][C:46]2[CH:51]=[CH:50][C:49]([C:52]3[N:56]=[C:55]([CH3:57])[O:54][N:53]=3)=[CH:48][CH:47]=2)[C:11]2[N:12]([C:26]([C:39]3[CH:44]=[CH:43][CH:42]=[CH:41][CH:40]=3)([C:33]3[CH:38]=[CH:37][CH:36]=[CH:35][CH:34]=3)[C:27]3[CH:32]=[CH:31][CH:30]=[CH:29][CH:28]=3)[CH:13]=[C:14]([C:16]3[CH:21]=[CH:20][CH:19]=[CH:18][C:17]=3[CH:22]([OH:25])[CH2:23][CH3:24])[N:15]=2)[CH:9]=1)[CH3:2].CC(OI1(OC(C)=O)(OC(C)=O)OC(=O)C2C=CC=CC1=2)=O.CCOC(C)=O.[OH-].[Na+]. Product: [CH2:1]([O:3][C:4]1[CH:5]=[C:6]([O:59][CH:60]([CH3:62])[CH3:61])[C:7]([F:58])=[C:8]([CH:10]([NH:45][C:46]2[CH:51]=[CH:50][C:49]([C:52]3[N:56]=[C:55]([CH3:57])[O:54][N:53]=3)=[CH:48][CH:47]=2)[C:11]2[N:12]([C:26]([C:33]3[CH:34]=[CH:35][CH:36]=[CH:37][CH:38]=3)([C:27]3[CH:32]=[CH:31][CH:30]=[CH:29][CH:28]=3)[C:39]3[CH:40]=[CH:41][CH:42]=[CH:43][CH:44]=3)[CH:13]=[C:14]([C:16]3[CH:21]=[CH:20][CH:19]=[CH:18][C:17]=3[C:22](=[O:25])[CH2:23][CH3:24])[N:15]=2)[CH:9]=1)[CH3:2]. The catalyst class is: 2. (4) Reactant: [OH:1][C:2]1[CH:10]=[CH:9][C:8]2[N:7]3[CH2:11][CH2:12][CH:13]([CH2:14][C:15]([O:17][CH2:18][CH3:19])=[O:16])[C:6]3=[CH:5][C:4]=2[C:3]=1[CH3:20].C(=O)([O-])[O-].[Cs+].[Cs+].Cl[CH2:28][C:29]1[CH:30]=[CH:31][C:32]([O:37][CH:38]([CH3:40])[CH3:39])=[C:33]([CH:36]=1)[C:34]#[N:35]. Product: [C:34]([C:33]1[CH:36]=[C:29]([CH:30]=[CH:31][C:32]=1[O:37][CH:38]([CH3:40])[CH3:39])[CH2:28][O:1][C:2]1[CH:10]=[CH:9][C:8]2[N:7]3[CH2:11][CH2:12][CH:13]([CH2:14][C:15]([O:17][CH2:18][CH3:19])=[O:16])[C:6]3=[CH:5][C:4]=2[C:3]=1[CH3:20])#[N:35]. The catalyst class is: 3. (5) Reactant: Br[C:2]1[CH:7]=[CH:6][CH:5]=[CH:4][CH:3]=1.[Mg].[C:9](=[S:11])=S.[CH3:12][NH:13][NH2:14]. Product: [CH3:12][N:13]([C:9](=[S:11])[C:2]1[CH:7]=[CH:6][CH:5]=[CH:4][CH:3]=1)[NH2:14]. The catalyst class is: 90. (6) Reactant: [CH3:1][CH:2]([C@H:4]([NH2:23])[C:5]([O:7][CH2:8][CH2:9][O:10][CH2:11][N:12]1[C:16]2[NH:17][C:18]([NH2:22])=[N:19][C:20](=[O:21])[C:15]=2[N:14]=[CH:13]1)=[O:6])[CH3:3].O.[ClH:25].CC(O)C. Product: [CH3:3][CH:2]([C@H:4]([NH2:23])[C:5]([O:7][CH2:8][CH2:9][O:10][CH2:11][N:12]1[C:16]2[NH:17][C:18]([NH2:22])=[N:19][C:20](=[O:21])[C:15]=2[N:14]=[CH:13]1)=[O:6])[CH3:1].[ClH:25].[NH2:23][C@H:4]([C:5]([OH:7])=[O:6])[CH3:2]. The catalyst class is: 106. (7) Reactant: [C:1]([O:5][C:6]([N:8]1[C:17]2[C:12](=[CH:13][CH:14]=[CH:15][CH:16]=2)[NH:11][CH2:10][CH2:9]1)=[O:7])([CH3:4])([CH3:3])[CH3:2].CN1CCCC1=O.F[C:26]1[CH:33]=[CH:32][C:29]([C:30]#[N:31])=[CH:28][CH:27]=1.CC(C)([O-])C.[K+]. Product: [C:30]([C:29]1[CH:32]=[CH:33][C:26]([N:11]2[C:12]3[C:17](=[CH:16][CH:15]=[CH:14][CH:13]=3)[N:8]([C:6]([O:5][C:1]([CH3:4])([CH3:2])[CH3:3])=[O:7])[CH2:9][CH2:10]2)=[CH:27][CH:28]=1)#[N:31]. The catalyst class is: 6. (8) Reactant: [F:1][C:2]1[CH:7]=[CH:6][C:5]([N:8]2[CH:12]=[C:11]([C:13]3[CH:18]=[CH:17][C:16]([F:19])=[CH:15][CH:14]=3)[N:10]=[CH:9]2)=[CH:4][CH:3]=1.C1C(=O)N([Br:27])C(=O)C1. Product: [Br:27][C:12]1[N:8]([C:5]2[CH:4]=[CH:3][C:2]([F:1])=[CH:7][CH:6]=2)[CH:9]=[N:10][C:11]=1[C:13]1[CH:18]=[CH:17][C:16]([F:19])=[CH:15][CH:14]=1. The catalyst class is: 2.